This data is from Reaction yield outcomes from USPTO patents with 853,638 reactions. The task is: Predict the reaction yield, written as a fraction of the theoretical maximum amount of product (1.0 means a 100% yield; for example, 0.34 means a 34% yield). (1) The reactants are [C:1]([O:4][C:5]1[C:10]([CH:11]([CH3:13])[CH3:12])=[CH:9][C:8]([OH:14])=[CH:7][C:6]=1[C:15]([CH3:18])([CH3:17])[CH3:16])(=[O:3])[CH3:2].C1N2CN3CN(C2)CN1C3.Cl.[C:30](OC1C(C(C)(C)C)=CC(O)=C(C=1C(C)C)C=O)(=[O:32])C. The catalyst is FC(F)(F)C(O)=O.O. The product is [C:1]([O:4][C:5]1[C:10]([CH:11]([CH3:13])[CH3:12])=[CH:9][C:8]([OH:14])=[C:7]([C:6]=1[C:15]([CH3:16])([CH3:17])[CH3:18])[CH:30]=[O:32])(=[O:3])[CH3:2]. The yield is 0.480. (2) The reactants are I[C:2]1[C:10]2[C:5](=[N:6][CH:7]=[N:8][C:9]=2[NH2:11])[N:4]([C:12]([C:25]2[CH:30]=[CH:29][CH:28]=[CH:27][CH:26]=2)([C:19]2[CH:24]=[CH:23][CH:22]=[CH:21][CH:20]=2)[C:13]2[CH:18]=[CH:17][CH:16]=[CH:15][CH:14]=2)[N:3]=1.[C:31]1(B(O)O)[CH:36]=[CH:35][CH:34]=[CH:33][CH:32]=1.C(=O)([O-])[O-]. The catalyst is CN(C)C=O.O.C1C=CC([P]([Pd]([P](C2C=CC=CC=2)(C2C=CC=CC=2)C2C=CC=CC=2)([P](C2C=CC=CC=2)(C2C=CC=CC=2)C2C=CC=CC=2)[P](C2C=CC=CC=2)(C2C=CC=CC=2)C2C=CC=CC=2)(C2C=CC=CC=2)C2C=CC=CC=2)=CC=1. The product is [C:31]1([C:2]2[C:10]3[C:5](=[N:6][CH:7]=[N:8][C:9]=3[NH2:11])[N:4]([C:12]([C:25]3[CH:30]=[CH:29][CH:28]=[CH:27][CH:26]=3)([C:19]3[CH:24]=[CH:23][CH:22]=[CH:21][CH:20]=3)[C:13]3[CH:18]=[CH:17][CH:16]=[CH:15][CH:14]=3)[N:3]=2)[CH:36]=[CH:35][CH:34]=[CH:33][CH:32]=1. The yield is 0.450. (3) The reactants are [CH3:1][C:2]1[S:6][CH:5]=[N:4][C:3]=1[C:7]([OH:9])=O.O1CCCC1.C(Cl)(=O)C(Cl)=O.[NH2:21][C:22]1[CH:23]=[C:24]([CH:41]=[CH:42][C:43]=1[F:44])[O:25][C:26]1[CH:27]=[CH:28][C:29]2[N:30]([CH:32]=[C:33]([NH:35][C:36]([CH:38]3[CH2:40][CH2:39]3)=[O:37])[N:34]=2)[N:31]=1. The catalyst is CN(C)C=O.CN1CCCC1=O. The product is [CH:38]1([C:36]([NH:35][C:33]2[N:34]=[C:29]3[CH:28]=[CH:27][C:26]([O:25][C:24]4[CH:41]=[CH:42][C:43]([F:44])=[C:22]([NH:21][C:7]([C:3]5[N:4]=[CH:5][S:6][C:2]=5[CH3:1])=[O:9])[CH:23]=4)=[N:31][N:30]3[CH:32]=2)=[O:37])[CH2:39][CH2:40]1. The yield is 0.470.